From a dataset of Reaction yield outcomes from USPTO patents with 853,638 reactions. Predict the reaction yield, written as a fraction of the theoretical maximum amount of product (1.0 means a 100% yield; for example, 0.34 means a 34% yield). The yield is 0.559. The catalyst is CN(C=O)C. The product is [CH3:32][O:31][CH2:30][C:27]1[CH:28]=[CH:29][C:24]([CH:2]([C:3]([O:5][C:6]([CH3:7])([CH3:8])[CH3:9])=[O:4])[C:1]([O:11][C:12]([CH3:15])([CH3:14])[CH3:13])=[O:10])=[C:25]([N+:33]([O-:35])=[O:34])[CH:26]=1. The reactants are [C:1]([O:11][C:12]([CH3:15])([CH3:14])[CH3:13])(=[O:10])[CH2:2][C:3]([O:5][C:6]([CH3:9])([CH3:8])[CH3:7])=[O:4].[H-].[Na+].FC(F)(F)S(O[C:24]1[CH:29]=[CH:28][C:27]([CH2:30][O:31][CH3:32])=[CH:26][C:25]=1[N+:33]([O-:35])=[O:34])(=O)=O.